From a dataset of Reaction yield outcomes from USPTO patents with 853,638 reactions. Predict the reaction yield, written as a fraction of the theoretical maximum amount of product (1.0 means a 100% yield; for example, 0.34 means a 34% yield). (1) The product is [F:1][C:2]([F:6])([F:5])[CH2:3][S:4][CH2:14][CH:15]1[CH2:20][CH2:19][N:18]([C:21]([O:23][C:24]([CH3:25])([CH3:27])[CH3:26])=[O:22])[CH2:17][CH2:16]1. The yield is 0.820. The reactants are [F:1][C:2]([F:6])([F:5])[CH2:3][SH:4].[H-].[Na+].CS(O[CH2:14][CH:15]1[CH2:20][CH2:19][N:18]([C:21]([O:23][C:24]([CH3:27])([CH3:26])[CH3:25])=[O:22])[CH2:17][CH2:16]1)(=O)=O. The catalyst is CN(C=O)C.CCOC(C)=O. (2) The reactants are [CH2:1]([N:8]1[CH2:12][CH2:11][CH:10]([NH2:13])[CH2:9]1)[C:2]1[CH:7]=[CH:6][CH:5]=[CH:4][CH:3]=1.[C:14](#[N:17])[CH:15]=[CH2:16]. The catalyst is CO. The product is [CH2:1]([N:8]1[CH2:12][CH2:11][CH:10]([NH:13][CH2:16][CH2:15][C:14]#[N:17])[CH2:9]1)[C:2]1[CH:3]=[CH:4][CH:5]=[CH:6][CH:7]=1. The yield is 0.884. (3) The reactants are [C:1]([O:4][C@@H:5]1[C@@H:10]([O:11][C:12](=[O:14])[CH3:13])[C@@H:9]([O:15][C:16](=[O:18])[CH3:17])[C@@H:8]([CH2:19][O:20][C:21](=[O:23])[CH3:22])[O:7][C@@H:6]1[Br:24])(=[O:3])[CH3:2].[NH2:25][C:26]([NH2:28])=[S:27]. The catalyst is CC(C)=O. The product is [Br-:24].[C:1]([O:4][C@@H:5]1[C@@H:10]([O:11][C:12](=[O:14])[CH3:13])[C@@H:9]([O:15][C:16](=[O:18])[CH3:17])[C@@H:8]([CH2:19][O:20][C:21](=[O:23])[CH3:22])[O:7][C@H:6]1[S:27][C:26]([NH2:28])=[NH2+:25])(=[O:3])[CH3:2]. The yield is 0.910. (4) The reactants are [Cl-].O[NH3+:3].[C:4](=[O:7])([O-])[OH:5].[Na+].CS(C)=O.[CH2:13]([C:15]1[S:46][C:18]2[N:19]([CH2:31][C:32]3[CH:37]=[CH:36][C:35]([C:38]4[C:39]([C:44]#[N:45])=[CH:40][CH:41]=[CH:42][CH:43]=4)=[CH:34][CH:33]=3)[C:20](=[O:30])[N:21]([CH2:24][C:25]3([CH3:29])[CH2:28][O:27][CH2:26]3)[C:22](=[O:23])[C:17]=2[CH:16]=1)[CH3:14]. The catalyst is C(Cl)(Cl)Cl. The product is [CH2:13]([C:15]1[S:46][C:18]2[N:19]([CH2:31][C:32]3[CH:37]=[CH:36][C:35]([C:38]4[CH:43]=[CH:42][CH:41]=[CH:40][C:39]=4[C:44]4[NH:3][C:4](=[O:7])[O:5][N:45]=4)=[CH:34][CH:33]=3)[C:20](=[O:30])[N:21]([CH2:24][C:25]3([CH3:29])[CH2:26][O:27][CH2:28]3)[C:22](=[O:23])[C:17]=2[CH:16]=1)[CH3:14]. The yield is 0.570. (5) The reactants are [Br:1][C:2]1[S:6][C:5]2=[N:7][C:8]([C:10]([NH:12][C:13]3[C:18]([OH:19])=[CH:17][C:16]([O:20][CH3:21])=[CH:15][C:14]=3[OH:22])=O)=[CH:9][N:4]2[N:3]=1.C(O)(C(F)(F)F)=O. The catalyst is CC(O)=O. The product is [Br:1][C:2]1[S:6][C:5]2=[N:7][C:8]([C:10]3[O:22][C:14]4[C:13](=[C:18]([OH:19])[CH:17]=[C:16]([O:20][CH3:21])[CH:15]=4)[N:12]=3)=[CH:9][N:4]2[N:3]=1. The yield is 0.280. (6) The reactants are [C:1]([O:5][C:6]([NH:8][C:9]1[CH:14]=[CH:13][C:12]([S:15][C:16]2[CH:24]=[CH:23][C:19]([C:20](O)=[O:21])=[CH:18][C:17]=2[NH:25][C:26]2[C:27]3[CH:35]=[CH:34][C:33]([CH:36]([CH3:38])[CH3:37])=[N:32][C:28]=3[N:29]=[CH:30][N:31]=2)=[CH:11][CH:10]=1)=[O:7])([CH3:4])([CH3:3])[CH3:2].F[B-](F)(F)F.N1(OC(N(C)C)=[N+](C)C)C2C=CC=CC=2N=N1.[P:61]([O:74][C:75]([CH3:78])([CH3:77])[CH3:76])([O:69][C:70]([CH3:73])([CH3:72])[CH3:71])([O:63][CH2:64][C:65]([NH2:68])([CH3:67])[CH3:66])=[O:62].C(N(CC)C(C)C)(C)C. The catalyst is CS(C)=O.C(OCC)(=O)C. The product is [C:70]([O:69][P:61]([O:63][CH2:64][C:65]([NH:68][C:20]([C:19]1[CH:23]=[CH:24][C:16]([S:15][C:12]2[CH:11]=[CH:10][C:9]([NH:8][C:6](=[O:7])[O:5][C:1]([CH3:2])([CH3:4])[CH3:3])=[CH:14][CH:13]=2)=[C:17]([NH:25][C:26]2[C:27]3[CH:35]=[CH:34][C:33]([CH:36]([CH3:37])[CH3:38])=[N:32][C:28]=3[N:29]=[CH:30][N:31]=2)[CH:18]=1)=[O:21])([CH3:67])[CH3:66])([O:74][C:75]([CH3:77])([CH3:76])[CH3:78])=[O:62])([CH3:73])([CH3:72])[CH3:71]. The yield is 0.620. (7) The reactants are [I:1][C:2]1[CH:7]=[CH:6][C:5]([O:8][CH3:9])=[CH:4][C:3]=1[O:10][CH2:11][O:12][CH3:13].[Br:14]N1C(=O)CCC1=O. The catalyst is CC#N.C(C1C=C(O)C=C(C(C)(C)C)C=1C)(C)(C)C. The product is [I:1][C:2]1[CH:7]=[C:6]([Br:14])[C:5]([O:8][CH3:9])=[CH:4][C:3]=1[O:10][CH2:11][O:12][CH3:13]. The yield is 0.760.